Dataset: CYP1A2 inhibition data for predicting drug metabolism from PubChem BioAssay. Task: Regression/Classification. Given a drug SMILES string, predict its absorption, distribution, metabolism, or excretion properties. Task type varies by dataset: regression for continuous measurements (e.g., permeability, clearance, half-life) or binary classification for categorical outcomes (e.g., BBB penetration, CYP inhibition). Dataset: cyp1a2_veith. (1) The result is 0 (non-inhibitor). The drug is C[C@@H](CSC(=N)N)C(N)=O. (2) The drug is CO[C@@H]1COC(=O)[C@H]2CCCN2C(=O)[C@@H](C)COC(=O)[C@H](COCc2ccccc2)NC(=O)C/C=C\[C@H]1C. The result is 0 (non-inhibitor). (3) The drug is COc1ccc(NC(=O)N2CCCC3(CCN(C(=O)c4c(C)noc4C)CC3)C2)cc1. The result is 0 (non-inhibitor). (4) The compound is Cc1cccc(C)c1-n1nnnc1C(C)(C)N=Cc1ccc(Cl)cc1. The result is 0 (non-inhibitor). (5) The drug is NC(N)=NNC(=O)C(=O)O. The result is 0 (non-inhibitor). (6) The drug is C[C@H](CC(C#N)(c1ccccc1)c1ccccc1)N1CCCCC1. The result is 0 (non-inhibitor).